Predict the product of the given reaction. From a dataset of Forward reaction prediction with 1.9M reactions from USPTO patents (1976-2016). Given the reactants [Cl:1][C:2]1[CH:22]=[C:21]([Cl:23])[CH:20]=[CH:19][C:3]=1[CH2:4][N:5]1[C:9]([CH2:10][CH2:11][C:12]([OH:14])=O)=[CH:8][C:7]([O:15][CH:16]([CH3:18])[CH3:17])=[N:6]1.[CH2:24]([S:29]([NH2:32])(=[O:31])=[O:30])[CH2:25][CH2:26][CH2:27][CH3:28].N12CCCN=C1CCCCC2, predict the reaction product. The product is: [Cl:1][C:2]1[CH:22]=[C:21]([Cl:23])[CH:20]=[CH:19][C:3]=1[CH2:4][N:5]1[C:9]([CH2:10][CH2:11][C:12]([NH:32][S:29]([CH2:24][CH2:25][CH2:26][CH2:27][CH3:28])(=[O:31])=[O:30])=[O:14])=[CH:8][C:7]([O:15][CH:16]([CH3:18])[CH3:17])=[N:6]1.